Dataset: Retrosynthesis with 50K atom-mapped reactions and 10 reaction types from USPTO. Task: Predict the reactants needed to synthesize the given product. (1) Given the product COc1ccc(N=Nc2ccc(O)c(C(=O)NCc3nnn[nH]3)c2)cc1, predict the reactants needed to synthesize it. The reactants are: COc1ccc(N=Nc2ccc(O)c(C(=O)Cl)c2)cc1.NCc1nnn[nH]1. (2) Given the product O=c1[nH]c2c3ccccc3c(=Cc3cccc([N+](=O)[O-])c3)c2n2ccnc12, predict the reactants needed to synthesize it. The reactants are: O=Cc1cccc([N+](=O)[O-])c1.O=c1[nH]c2c(n3ccnc13)Cc1ccccc1-2. (3) Given the product CCCC(C(=O)O)c1c(C)nc2sc(CC)c(C)c2c1-c1ccc(C)cc1, predict the reactants needed to synthesize it. The reactants are: CCCC(C(=O)OC)c1c(C)nc2sc(CC)c(C)c2c1-c1ccc(C)cc1. (4) The reactants are: CO.O=C(Cl)c1cccnc1Cl. Given the product COC(=O)c1cccnc1Cl, predict the reactants needed to synthesize it.